From a dataset of Full USPTO retrosynthesis dataset with 1.9M reactions from patents (1976-2016). Predict the reactants needed to synthesize the given product. (1) Given the product [NH2:9][C:6]1[N:7]=[CH:8][C:3]([CH:1]=[O:18])=[C:4]([CH3:16])[CH:5]=1, predict the reactants needed to synthesize it. The reactants are: [C:1]([C:3]1[C:4]([CH3:16])=[CH:5][C:6]([NH:9]C(=O)C(F)(F)F)=[N:7][CH:8]=1)#N.C(O)=[O:18]. (2) Given the product [Cl:1][C:2]1[CH:3]=[C:4]([NH:10][CH2:11][CH2:12][C:13]2[CH:18]=[CH:17][C:16]([Cl:19])=[CH:15][C:14]=2[Cl:20])[N:5]=[C:34]([CH:35]([OH:25])[CH2:36][OH:37])[N:7]=1, predict the reactants needed to synthesize it. The reactants are: [Cl:1][C:2]1[N:7]=C(C=C)[N:5]=[C:4]([NH:10][CH2:11][CH2:12][C:13]2[CH:18]=[CH:17][C:16]([Cl:19])=[CH:15][C:14]=2[Cl:20])[CH:3]=1.C[N+]1([O-])CC[O:25]CC1.S(=O)(O)[O-].[Na+].[CH2:34]1C[O:37][CH2:36][CH2:35]1.